From a dataset of Reaction yield outcomes from USPTO patents with 853,638 reactions. Predict the reaction yield, written as a fraction of the theoretical maximum amount of product (1.0 means a 100% yield; for example, 0.34 means a 34% yield). (1) The reactants are C(N(C(C)C)CC)(C)C.[NH2:10][C:11]1[C:19]([Cl:20])=[CH:18][CH:17]=[CH:16][C:12]=1[C:13]([OH:15])=[O:14].[C:21]1([C:31](Cl)=O)[C:30]2[C:25](=[CH:26][CH:27]=[CH:28][CH:29]=2)[CH:24]=[CH:23][CH:22]=1.CN(C(ON1N=NC2C=CC=NC1=2)=[N+](C)C)C.F[P-](F)(F)(F)(F)F. No catalyst specified. The product is [Cl:20][C:19]1[C:11]2[N:10]=[C:31]([C:21]3[C:30]4[C:25](=[CH:26][CH:27]=[CH:28][CH:29]=4)[CH:24]=[CH:23][CH:22]=3)[O:14][C:13](=[O:15])[C:12]=2[CH:16]=[CH:17][CH:18]=1. The yield is 0.990. (2) The reactants are [Br:1][C:2]1[CH:3]=[C:4]([NH:13][CH:14]2[CH2:19][CH2:18][O:17][CH2:16][CH2:15]2)[C:5]([CH3:12])=[C:6]([CH:11]=1)[C:7]([O:9][CH3:10])=[O:8].[CH:20](=O)[CH3:21].C(O)(=O)C.C(O[BH-](OC(=O)C)OC(=O)C)(=O)C.[Na+].C(=O)(O)[O-].[Na+]. The catalyst is ClC(Cl)C. The product is [Br:1][C:2]1[CH:3]=[C:4]([N:13]([CH2:20][CH3:21])[CH:14]2[CH2:19][CH2:18][O:17][CH2:16][CH2:15]2)[C:5]([CH3:12])=[C:6]([CH:11]=1)[C:7]([O:9][CH3:10])=[O:8]. The yield is 0.930. (3) The reactants are [F:1][C:2]1[CH:7]=[CH:6][C:5]([C:8]2[O:9][CH:10]=[C:11]([CH2:13][CH2:14][NH2:15])[N:12]=2)=[CH:4][CH:3]=1.[F:16][C:17]([F:32])([F:31])[C:18]([C:20]1[S:24][C:23]([CH2:25][CH2:26][CH2:27][C:28](O)=[O:29])=[CH:22][CH:21]=1)=[O:19]. No catalyst specified. The product is [F:1][C:2]1[CH:3]=[CH:4][C:5]([C:8]2[O:9][CH:10]=[C:11]([CH2:13][CH2:14][NH:15][C:28](=[O:29])[CH2:27][CH2:26][CH2:25][C:23]3[S:24][C:20]([C:18](=[O:19])[C:17]([F:31])([F:32])[F:16])=[CH:21][CH:22]=3)[N:12]=2)=[CH:6][CH:7]=1. The yield is 0.170. (4) The reactants are Cl[CH2:2][C:3]1[N:8]=[C:7]([C:9]2[CH:14]=[CH:13][CH:12]=[CH:11][N:10]=2)[CH:6]=[CH:5][CH:4]=1.[C:15]([PH:19][C:20]([CH3:23])([CH3:22])[CH3:21])([CH3:18])([CH3:17])[CH3:16].C(N(CC)CC)C. The catalyst is CO. The product is [C:15]([P:19]([CH2:2][C:3]1[N:8]=[C:7]([C:9]2[CH:14]=[CH:13][CH:12]=[CH:11][N:10]=2)[CH:6]=[CH:5][CH:4]=1)[C:20]([CH3:23])([CH3:22])[CH3:21])([CH3:18])([CH3:17])[CH3:16]. The yield is 0.850. (5) The reactants are [NH2:1][C:2]1[C:3]2[N:4]([C:14]([CH3:18])=[C:15]([CH3:17])[N:16]=2)[CH:5]=[C:6]([C:8]([O:10][CH:11]([CH3:13])[CH3:12])=[O:9])[CH:7]=1.[Na+].[I-].C([O-])([O-])=O.[K+].[K+].[CH3:27][C:28]1[CH:35]=[CH:34][CH:33]=[C:32]([CH3:36])[C:29]=1[CH2:30]Cl. The catalyst is C(O)(C)C.O. The product is [CH3:27][C:28]1[CH:35]=[CH:34][CH:33]=[C:32]([CH3:36])[C:29]=1[CH2:30][NH:1][C:2]1[C:3]2[N:4]([C:14]([CH3:18])=[C:15]([CH3:17])[N:16]=2)[CH:5]=[C:6]([C:8]([O:10][CH:11]([CH3:13])[CH3:12])=[O:9])[CH:7]=1. The yield is 0.900. (6) The reactants are [CH:1]1[C:10]2[CH:9]=[CH:8][CH:7]=[C:6]([OH:11])[C:5]=2[CH:4]=[CH:3][N:2]=1. The catalyst is CC(O)=O.O=[Pt]=O. The product is [CH2:1]1[C:10]2[CH:9]=[CH:8][CH:7]=[C:6]([OH:11])[C:5]=2[CH2:4][CH2:3][NH:2]1. The yield is 0.800. (7) The reactants are [CH2:1]([NH:6][C:7]1[N:8]=[CH:9][NH:10][C:11]=1[C:12]#[N:13])[CH2:2][CH2:3][CH2:4][CH3:5].[C:14]([NH:22][NH2:23])(=O)[C:15]1[CH:20]=[CH:19][CH:18]=[CH:17][CH:16]=1.C(=O)([O-])[O-].[K+].[K+]. The catalyst is C(O)CCC.O. The product is [CH2:1]([NH:6][C:7]1[N:8]=[CH:9][NH:10][C:11]=1[C:12]1[NH:23][N:22]=[C:14]([C:15]2[CH:20]=[CH:19][CH:18]=[CH:17][CH:16]=2)[N:13]=1)[CH2:2][CH2:3][CH2:4][CH3:5]. The yield is 0.170.